Dataset: Full USPTO retrosynthesis dataset with 1.9M reactions from patents (1976-2016). Task: Predict the reactants needed to synthesize the given product. (1) Given the product [CH2:1]([N:3]([S:9]([C:12]1[CH:17]=[CH:16][C:15]([F:18])=[C:14]([F:19])[CH:13]=1)(=[O:11])=[O:10])[C:4](=[CH2:8])[C:5]([NH:46][CH2:45][C:43]1[CH:42]=[CH:41][N:40]=[C:39]([C:36]2[CH:37]=[CH:38][C:33]([C:32]([F:48])([F:31])[F:47])=[CH:34][CH:35]=2)[CH:44]=1)=[O:7])[CH3:2], predict the reactants needed to synthesize it. The reactants are: [CH2:1]([N:3]([S:9]([C:12]1[CH:17]=[CH:16][C:15]([F:18])=[C:14]([F:19])[CH:13]=1)(=[O:11])=[O:10])[C:4](=[CH2:8])[C:5]([OH:7])=O)[CH3:2].CCOC(OC(OCC)=O)=O.[F:31][C:32]([F:48])([F:47])[C:33]1[CH:38]=[CH:37][C:36]([C:39]2[CH:44]=[C:43]([CH2:45][NH2:46])[CH:42]=[CH:41][N:40]=2)=[CH:35][CH:34]=1. (2) Given the product [Si:24]([O:23][C@@H:13]1[CH2:12][C:11]2[C@@:16]([CH3:22])([CH:17]3[CH:8]([CH2:9][CH:10]=2)[CH:7]2[C@@:20]([CH3:21])([C@@H:4]([N:1]4[CH:48]=[C:47]([C:41]5[CH:46]=[CH:45][CH:44]=[CH:43][CH:42]=5)[N:3]=[N:2]4)[CH2:5][CH2:6]2)[CH2:19][CH2:18]3)[CH2:15][CH2:14]1)([C:37]([CH3:40])([CH3:39])[CH3:38])([C:25]1[CH:26]=[CH:27][CH:28]=[CH:29][CH:30]=1)[C:31]1[CH:32]=[CH:33][CH:34]=[CH:35][CH:36]=1, predict the reactants needed to synthesize it. The reactants are: [N:1]([C@@H:4]1[C@:20]2([CH3:21])[CH:7]([CH:8]3[CH:17]([CH2:18][CH2:19]2)[C@:16]2([CH3:22])[C:11]([CH2:12][C@@H:13]([O:23][Si:24]([C:37]([CH3:40])([CH3:39])[CH3:38])([C:31]4[CH:36]=[CH:35][CH:34]=[CH:33][CH:32]=4)[C:25]4[CH:30]=[CH:29][CH:28]=[CH:27][CH:26]=4)[CH2:14][CH2:15]2)=[CH:10][CH2:9]3)[CH2:6][CH2:5]1)=[N+:2]=[N-:3].[C:41]1([C:47]#[CH:48])[CH:46]=[CH:45][CH:44]=[CH:43][CH:42]=1.O=C1O[C@H]([C@H](CO)O)C([O-])=C1O.[Na+]. (3) Given the product [CH:29]([N:28]([CH2:27][C:25]1[O:24][N:23]=[C:22]([C:18]2[CH:17]=[N:16][CH:21]=[CH:20][CH:19]=2)[N:26]=1)[C:10](=[O:11])[C@H:9]([O:8][C:7]1[CH:14]=[CH:15][C:4]([CH2:1][CH2:2][CH3:3])=[CH:5][CH:6]=1)[CH3:13])([CH3:31])[CH3:30], predict the reactants needed to synthesize it. The reactants are: [CH2:1]([C:4]1[CH:15]=[CH:14][C:7]([O:8][C@H:9]([CH3:13])[C:10](Cl)=[O:11])=[CH:6][CH:5]=1)[CH2:2][CH3:3].[N:16]1[CH:21]=[CH:20][CH:19]=[C:18]([C:22]2[N:26]=[C:25]([CH2:27][NH:28][CH:29]([CH3:31])[CH3:30])[O:24][N:23]=2)[CH:17]=1.C(N(CC)CC)C.